Dataset: Full USPTO retrosynthesis dataset with 1.9M reactions from patents (1976-2016). Task: Predict the reactants needed to synthesize the given product. (1) Given the product [Cl:22][CH2:23][C:24]1[N:1]=[C:2]([CH:4]2[CH2:9][CH2:8][N:7]([C:10]([O:12][C:13]([CH3:16])([CH3:15])[CH3:14])=[O:11])[CH2:6][CH2:5]2)[S:3][CH:26]=1, predict the reactants needed to synthesize it. The reactants are: [NH2:1][C:2]([CH:4]1[CH2:9][CH2:8][N:7]([C:10]([O:12][C:13]([CH3:16])([CH3:15])[CH3:14])=[O:11])[CH2:6][CH2:5]1)=[S:3].C([O-])(O)=O.[Na+].[Cl:22][CH2:23][C:24]([CH2:26]Cl)=O.N1C=CC=CC=1.S(Cl)(Cl)=O. (2) Given the product [S:29]([C:33]1[CH:34]=[C:35]([NH:39][C:12]([C:11]2[CH:10]=[N:9][N:8]3[C:3]([CH:2]([F:28])[F:1])=[CH:4][C:5]([C:15]4[CH:20]=[CH:19][C:18]([C:21]([F:23])([F:24])[F:22])=[C:17]([O:25][CH2:26][CH3:27])[CH:16]=4)=[N:6][C:7]=23)=[O:13])[CH:36]=[CH:37][CH:38]=1)(=[O:31])(=[O:32])[NH2:30], predict the reactants needed to synthesize it. The reactants are: [F:1][CH:2]([F:28])[C:3]1[N:8]2[N:9]=[CH:10][C:11]([C:12](O)=[O:13])=[C:7]2[N:6]=[C:5]([C:15]2[CH:20]=[CH:19][C:18]([C:21]([F:24])([F:23])[F:22])=[C:17]([O:25][CH2:26][CH3:27])[CH:16]=2)[CH:4]=1.[S:29]([C:33]1[CH:34]=[C:35]([NH2:39])[CH:36]=[CH:37][CH:38]=1)(=[O:32])(=[O:31])[NH2:30]. (3) Given the product [Cl:1][C:2]1[CH:3]=[CH:4][C:5]([C:8]2([C:13]([CH:21]([C:22]([O:24][CH2:25][CH3:26])=[O:23])[C:20]([O:28][CH2:29][CH3:30])=[O:27])=[O:15])[CH2:12][CH2:11][O:10][CH2:9]2)=[CH:6][CH:7]=1, predict the reactants needed to synthesize it. The reactants are: [Cl:1][C:2]1[CH:7]=[CH:6][C:5]([C:8]2([C:13]([OH:15])=O)[CH2:12][CH2:11][O:10][CH2:9]2)=[CH:4][CH:3]=1.S(Cl)(Cl)=O.[C:20]([O:28][CH2:29][CH3:30])(=[O:27])[CH2:21][C:22]([O:24][CH2:25][CH3:26])=[O:23].[Mg+2].[Cl-].[Cl-].C([O-])(=O)CC([O-])=O.Cl. (4) Given the product [CH3:1][O:2][C:3]1[CH:4]=[CH:5][C:6]2[N:10]=[CH:9][N:8]([CH2:11][C:12]3[CH:23]=[CH:22][C:15]4[N:16]=[C:17]([NH:25][C@@H:26]5[CH2:31][CH2:30][CH2:29][CH2:28][C@H:27]5[OH:32])[O:18][C:14]=4[CH:13]=3)[C:7]=2[CH:24]=1, predict the reactants needed to synthesize it. The reactants are: [CH3:1][O:2][C:3]1[CH:4]=[CH:5][C:6]2[N:10]=[CH:9][N:8]([CH2:11][C:12]3[CH:23]=[CH:22][C:15]4[N:16]=[C:17](S(C)=O)[O:18][C:14]=4[CH:13]=3)[C:7]=2[CH:24]=1.[NH2:25][C@@H:26]1[CH2:31][CH2:30][CH2:29][CH2:28][C@H:27]1[OH:32].CCN(C(C)C)C(C)C.O.